Dataset: Full USPTO retrosynthesis dataset with 1.9M reactions from patents (1976-2016). Task: Predict the reactants needed to synthesize the given product. (1) Given the product [CH3:15][O:16][C:17]1[CH:24]=[C:23]([O:25][CH3:26])[CH:22]=[CH:21][C:18]=1[CH2:19][NH:20][C:2]1[C:11]([O:12][CH3:13])=[N:10][C:9]2[C:4](=[CH:5][CH:6]=[C:7]([F:14])[CH:8]=2)[N:3]=1, predict the reactants needed to synthesize it. The reactants are: Cl[C:2]1[C:11]([O:12][CH3:13])=[N:10][C:9]2[C:4](=[CH:5][CH:6]=[C:7]([F:14])[CH:8]=2)[N:3]=1.[CH3:15][O:16][C:17]1[CH:24]=[C:23]([O:25][CH3:26])[CH:22]=[CH:21][C:18]=1[CH2:19][NH2:20].O. (2) Given the product [F:35][C:24]1[C:25]([CH2:27][NH:28][C@H:29]([CH:32]([CH3:34])[CH3:33])[CH2:30][OH:31])=[N:26][C:21]([CH:12]2[CH2:13][CH2:14][C:15]3[C:20](=[CH:19][CH:18]=[CH:17][CH:16]=3)[CH2:11]2)=[CH:22][CH:23]=1, predict the reactants needed to synthesize it. The reactants are: C12CC(CC1)C=C2B(O)O.[CH:11]1[C:20]2[C:15](=[CH:16][CH:17]=[CH:18][CH:19]=2)[CH2:14][CH2:13][C:12]=1[C:21]1[N:26]=[C:25]([CH2:27][NH:28][C@H:29]([CH:32]([CH3:34])[CH3:33])[CH2:30][OH:31])[C:24]([F:35])=[CH:23][CH:22]=1. (3) Given the product [NH:13]([C:2]1[CH:3]=[C:4]2[C:9](=[CH:10][CH:11]=1)[C:8](=[O:12])[NH:7][CH:6]=[CH:5]2)[NH2:14], predict the reactants needed to synthesize it. The reactants are: F[C:2]1[CH:3]=[C:4]2[C:9](=[CH:10][CH:11]=1)[C:8](=[O:12])[NH:7][CH:6]=[CH:5]2.[NH2:13][NH2:14]. (4) Given the product [CH2:28]([O:27][CH:25]([O:24][CH:16]([CH:13]1[CH2:14][CH2:15][C:10]([N:9]([CH3:32])[CH3:8])([C:2]2[S:1][CH:5]=[CH:4][CH:3]=2)[CH2:11][CH2:12]1)[CH2:17][C:18]1[CH:19]=[CH:20][CH:21]=[CH:22][CH:23]=1)[CH3:26])[CH3:29], predict the reactants needed to synthesize it. The reactants are: [S:1]1[CH:5]=[CH:4][CH:3]=[C:2]1[Mg]Br.[CH3:8][N:9]([CH3:32])[C:10]1(C#N)[CH2:15][CH2:14][CH:13]([CH:16]([O:24][CH:25]([O:27][CH2:28][CH3:29])[CH3:26])[CH2:17][C:18]2[CH:23]=[CH:22][CH:21]=[CH:20][CH:19]=2)[CH2:12][CH2:11]1.O.[Cl-].[NH4+]. (5) Given the product [Cl:36][C:37]1[CH:43]=[C:42]([S:44]([CH3:47])(=[O:45])=[O:46])[CH:41]=[C:40]2[C:38]=1[NH:39][C:49]([CH3:50])=[CH:48]2, predict the reactants needed to synthesize it. The reactants are: C(N1C(=O)C=CC(C2C3C(=C(F)C=C(Cl)C=3)N(CC(O)=O)C=2C)=N1)C1C=CC=CC=1.CN(C=O)C.[Cl:36][C:37]1[CH:43]=[C:42]([S:44]([CH3:47])(=[O:46])=[O:45])[CH:41]=[C:40]([C:48]#[C:49][CH3:50])[C:38]=1[NH2:39]. (6) Given the product [CH:24]([C:5]1[NH:6][C:7]2[C:12]([C:4]=1[CH2:3][C:1]#[N:2])=[C:11]([N+:13]([O-:15])=[O:14])[CH:10]=[CH:9][CH:8]=2)([CH3:26])[CH3:25], predict the reactants needed to synthesize it. The reactants are: [C:1]([CH2:3][C:4]1[C:12]2[C:7](=[CH:8][CH:9]=[CH:10][C:11]=2[N+:13]([O-:15])=[O:14])[N:6](CC(OC(C)(C)C)=O)[CH:5]=1)#[N:2].[CH:24](C1NC2C(C=1)=C([N+]([O-])=O)C=CC=2)([CH3:26])[CH3:25].